Dataset: Catalyst prediction with 721,799 reactions and 888 catalyst types from USPTO. Task: Predict which catalyst facilitates the given reaction. Reactant: [Cl:1][C:2]1[C:11]2[C:6](=[CH:7][CH:8]=[C:9]([O:12][CH3:13])[CH:10]=2)[C:5]([CH2:14][O:15][CH3:16])=[N:4][N:3]=1.[NH2:17][CH:18]1[CH2:23][CH2:22][N:21]([CH2:24][C:25]2[CH:34]=[CH:33][C:32]3[C:27](=[CH:28][CH:29]=[CH:30][CH:31]=3)[CH:26]=2)[CH2:20][CH2:19]1. Product: [ClH:1].[CH3:13][O:12][C:9]1[CH:10]=[C:11]2[C:6]([C:5]([CH2:14][O:15][CH3:16])=[N:4][N:3]=[C:2]2[NH:17][CH:18]2[CH2:19][CH2:20][N:21]([CH2:24][C:25]3[CH:34]=[CH:33][C:32]4[C:27](=[CH:28][CH:29]=[CH:30][CH:31]=4)[CH:26]=3)[CH2:22][CH2:23]2)=[CH:7][CH:8]=1.[ClH:1]. The catalyst class is: 32.